This data is from NCI-60 drug combinations with 297,098 pairs across 59 cell lines. The task is: Regression. Given two drug SMILES strings and cell line genomic features, predict the synergy score measuring deviation from expected non-interaction effect. (1) Drug 1: CCC1=CC2CC(C3=C(CN(C2)C1)C4=CC=CC=C4N3)(C5=C(C=C6C(=C5)C78CCN9C7C(C=CC9)(C(C(C8N6C)(C(=O)OC)O)OC(=O)C)CC)OC)C(=O)OC. Drug 2: CN1C=C(C=N1)C2=C3N=C(C(=C(N3N=C2)N)Br)C4CCCNC4. Cell line: NCIH23. Synergy scores: CSS=73.1, Synergy_ZIP=1.77, Synergy_Bliss=-0.931, Synergy_Loewe=-0.965, Synergy_HSA=2.88. (2) Drug 1: C1=C(C(=O)NC(=O)N1)F. Drug 2: CC(C)CN1C=NC2=C1C3=CC=CC=C3N=C2N. Cell line: MDA-MB-231. Synergy scores: CSS=6.75, Synergy_ZIP=-8.48, Synergy_Bliss=-9.41, Synergy_Loewe=-9.40, Synergy_HSA=-9.05.